This data is from Forward reaction prediction with 1.9M reactions from USPTO patents (1976-2016). The task is: Predict the product of the given reaction. (1) The product is: [F:25][C:15]1[C:16]([F:24])=[C:17]([O:22][CH3:23])[C:18]([F:21])=[C:19]([F:20])[C:14]=1[CH2:13][CH:12]1[C:4]2=[N:5][C:6]3[CH:11]=[CH:10][CH:9]=[CH:8][C:7]=3[N:3]2[C:27](=[O:28])[NH:26]1. Given the reactants N#N.[NH:3]1[C:7]2[CH:8]=[CH:9][CH:10]=[CH:11][C:6]=2[N:5]=[C:4]1[CH:12]([NH2:26])[CH2:13][C:14]1[C:19]([F:20])=[C:18]([F:21])[C:17]([O:22][CH3:23])=[C:16]([F:24])[C:15]=1[F:25].[C:27](N1C=CN=C1)(N1C=CN=C1)=[O:28].O, predict the reaction product. (2) The product is: [CH3:2][N:3]([O:4][CH3:5])[C:16]([CH:13]1[CH2:15][CH2:14]1)=[O:17]. Given the reactants Cl.[CH3:2][NH:3][O:4][CH3:5].C(N(CC)CC)C.[CH:13]1([C:16](Cl)=[O:17])[CH2:15][CH2:14]1.O, predict the reaction product. (3) Given the reactants [CH2:1]([O:3][C:4]1[CH:5]=[C:6]([C:14]2[CH:19]=[C:18]([C:20]([F:23])([F:22])[F:21])[N:17]3[N:24]=[CH:25][C:26]([C:27]([OH:29])=O)=[C:16]3[N:15]=2)[CH:7]=[CH:8][C:9]=1[C:10]([F:13])([F:12])[F:11])[CH3:2].[CH3:30][S:31]([C:34]1[CH:35]=[C:36]([NH2:40])[CH:37]=[CH:38][CH:39]=1)(=[O:33])=[O:32].Cl, predict the reaction product. The product is: [CH3:30][S:31]([C:34]1[CH:35]=[C:36]([NH:40][C:27]([C:26]2[CH:25]=[N:24][N:17]3[C:18]([C:20]([F:22])([F:23])[F:21])=[CH:19][C:14]([C:6]4[CH:7]=[CH:8][C:9]([C:10]([F:11])([F:13])[F:12])=[C:4]([O:3][CH2:1][CH3:2])[CH:5]=4)=[N:15][C:16]=23)=[O:29])[CH:37]=[CH:38][CH:39]=1)(=[O:32])=[O:33]. (4) Given the reactants [H-].[Na+].[OH:3]/[N:4]=[C:5](/[C:13]1[CH:18]=[CH:17][C:16]([O:19][C:20]2[CH:25]=[CH:24][CH:23]=[CH:22][CH:21]=2)=[CH:15][CH:14]=1)\[CH2:6][CH2:7][C:8]([O:10][CH2:11][CH3:12])=[O:9].Cl[CH2:27][C:28]1[CH:47]=[CH:46][C:31]([O:32][CH2:33][C:34]2[N:35]=[C:36]([C:40]3[CH:45]=[CH:44][CH:43]=[CH:42][CH:41]=3)[O:37][C:38]=2[CH3:39])=[CH:30][CH:29]=1.Cl.C(=O)(O)[O-].[Na+], predict the reaction product. The product is: [CH3:39][C:38]1[O:37][C:36]([C:40]2[CH:41]=[CH:42][CH:43]=[CH:44][CH:45]=2)=[N:35][C:34]=1[CH2:33][O:32][C:31]1[CH:30]=[CH:29][C:28]([CH2:27][O:3]/[N:4]=[C:5](/[C:13]2[CH:14]=[CH:15][C:16]([O:19][C:20]3[CH:21]=[CH:22][CH:23]=[CH:24][CH:25]=3)=[CH:17][CH:18]=2)\[CH2:6][CH2:7][C:8]([O:10][CH2:11][CH3:12])=[O:9])=[CH:47][CH:46]=1.